From a dataset of Forward reaction prediction with 1.9M reactions from USPTO patents (1976-2016). Predict the product of the given reaction. (1) Given the reactants [CH:1]([C:3]1[CH:4]=[CH:5][C:6]([O:11][C:12]2[CH:17]=[CH:16][C:15]([CH3:18])=[CH:14][C:13]=2[OH:19])=[C:7]([CH:10]=1)[C:8]#[N:9])=O.[NH2:20][C@H:21]([C:24]([OH:26])=[O:25])[CH2:22][SH:23], predict the reaction product. The product is: [C:8]([C:7]1[CH:10]=[C:3]([CH:1]2[NH:20][CH:21]([C:24]([OH:26])=[O:25])[CH2:22][S:23]2)[CH:4]=[CH:5][C:6]=1[O:11][C:12]1[CH:17]=[CH:16][C:15]([CH3:18])=[CH:14][C:13]=1[OH:19])#[N:9]. (2) Given the reactants FC(F)(F)C(OC(=O)C(F)(F)F)=O.[CH3:14][C:15]([CH3:27])([CH2:19][NH:20][C:21]1[CH:26]=[CH:25][CH:24]=[CH:23][N:22]=1)[C:16]([NH2:18])=O.O, predict the reaction product. The product is: [CH3:14][C:15]([CH3:27])([CH2:19][NH:20][C:21]1[CH:26]=[CH:25][CH:24]=[CH:23][N:22]=1)[C:16]#[N:18]. (3) Given the reactants [CH3:1][O:2][C:3]1[CH:43]=[CH:42][C:6]([CH2:7][N:8]([CH2:33][C:34]2[CH:39]=[CH:38][C:37]([O:40][CH3:41])=[CH:36][CH:35]=2)[C:9]2[C:10]([C:31]#[N:32])=[N:11][C:12]([C:21]3[CH:26]=[CH:25][C:24](=[O:27])[N:23]([CH:28]([CH3:30])[CH3:29])[N:22]=3)=[C:13]([C:15]3[CH:20]=[CH:19][CH:18]=[CH:17][CH:16]=3)[N:14]=2)=[CH:5][CH:4]=1.[OH-:44].[Na+], predict the reaction product. The product is: [CH3:41][O:40][C:37]1[CH:36]=[CH:35][C:34]([CH2:33][N:8]([CH2:7][C:6]2[CH:5]=[CH:4][C:3]([O:2][CH3:1])=[CH:43][CH:42]=2)[C:9]2[C:10]([C:31]([NH2:32])=[O:44])=[N:11][C:12]([C:21]3[CH:26]=[CH:25][C:24](=[O:27])[N:23]([CH:28]([CH3:30])[CH3:29])[N:22]=3)=[C:13]([C:15]3[CH:16]=[CH:17][CH:18]=[CH:19][CH:20]=3)[N:14]=2)=[CH:39][CH:38]=1. (4) Given the reactants Cl[C:2]1[CH:3]=[CH:4][C:5]2[CH2:6][N:7]([CH3:19])[CH2:8][CH:9]([C:13]3[CH:18]=[CH:17][CH:16]=[CH:15][CH:14]=3)[O:10][C:11]=2[N:12]=1.[F:20][C:21]1[CH:22]=[C:23]([CH:25]=[CH:26][C:27]=1[N:28]1[CH:32]=[C:31]([CH3:33])[N:30]=[CH:29]1)[NH2:24], predict the reaction product. The product is: [F:20][C:21]1[CH:22]=[C:23]([NH:24][C:2]2[CH:3]=[CH:4][C:5]3[CH2:6][N:7]([CH3:19])[CH2:8][CH:9]([C:13]4[CH:18]=[CH:17][CH:16]=[CH:15][CH:14]=4)[O:10][C:11]=3[N:12]=2)[CH:25]=[CH:26][C:27]=1[N:28]1[CH:32]=[C:31]([CH3:33])[N:30]=[CH:29]1.